Dataset: Catalyst prediction with 721,799 reactions and 888 catalyst types from USPTO. Task: Predict which catalyst facilitates the given reaction. Reactant: [CH3:1][O:2][C:3]1[CH:8]=[C:7]([CH3:9])[C:6]([C:10]2[C:18]3[N:17]=[C:16]([CH3:19])[N:15]=[C:14]([NH:20][CH2:21]CCC(N)=O)[C:13]=3[N:12]([CH3:27])[CH:11]=2)=[C:5]([CH3:28])[CH:4]=1.B.CSC. Product: [CH3:1][O:2][C:3]1[CH:8]=[CH:7][C:6]([CH2:10][CH2:11][NH:12][CH2:13][CH2:21][NH:20][C:14]2[C:13]3[N:12]([CH3:27])[CH:11]=[C:10]([C:6]4[C:5]([CH3:28])=[CH:4][C:3]([O:2][CH3:1])=[CH:8][C:7]=4[CH3:9])[C:18]=3[N:17]=[C:16]([CH3:19])[N:15]=2)=[CH:5][CH:4]=1. The catalyst class is: 1.